This data is from Forward reaction prediction with 1.9M reactions from USPTO patents (1976-2016). The task is: Predict the product of the given reaction. (1) Given the reactants [Cl:1][C:2]1[CH:10]=[CH:9][CH:8]=[C:7]2[C:3]=1[C:4]([C:11]([NH:13][CH2:14][C:15]1([OH:23])[CH2:20][CH2:19][CH2:18][C:17]([F:22])([F:21])[CH2:16]1)=[O:12])=[CH:5][NH:6]2.[N:24]1([CH2:30][CH2:31]O)[CH2:29][CH2:28][CH2:27][CH2:26][CH2:25]1.C(P(=CC#N)(CCCC)CCCC)CCC, predict the reaction product. The product is: [Cl:1][C:2]1[CH:10]=[CH:9][CH:8]=[C:7]2[C:3]=1[C:4]([C:11]([NH:13][CH2:14][C:15]1([OH:23])[CH2:20][CH2:19][CH2:18][C:17]([F:22])([F:21])[CH2:16]1)=[O:12])=[CH:5][N:6]2[CH2:31][CH2:30][N:24]1[CH2:29][CH2:28][CH2:27][CH2:26][CH2:25]1. (2) Given the reactants [Cl:1][C:2]1[CH:3]=[CH:4][C:5]([O:28][CH2:29][CH:30]([CH3:32])[CH3:31])=[C:6]([CH2:8][C:9]2[N:14]=[C:13]([NH:15][C:16]([C:18]3[CH:27]=[CH:26][C:21]([C:22](OC)=[O:23])=[CH:20][CH:19]=3)=[O:17])[CH:12]=[CH:11][CH:10]=2)[CH:7]=1.[H-].[H-].[H-].[H-].[Li+].[Al+3], predict the reaction product. The product is: [Cl:1][C:2]1[CH:3]=[CH:4][C:5]([O:28][CH2:29][CH:30]([CH3:32])[CH3:31])=[C:6]([CH2:8][C:9]2[N:14]=[C:13]([NH:15][C:16](=[O:17])[C:18]3[CH:27]=[CH:26][C:21]([CH2:22][OH:23])=[CH:20][CH:19]=3)[CH:12]=[CH:11][CH:10]=2)[CH:7]=1. (3) Given the reactants CC1(C)CC(OC(=O)[CH2:10][CH2:11][C:12]([O:14][CH:15]2[CH2:20][C:19]([CH3:22])([CH3:21])[NH:18][C:17]([CH3:24])([CH3:23])[CH2:16]2)=[O:13])CC(C)(C)N1.[CH3:29]C1(C)CC(OC(=O)CCCCCCCCC(OC2CC(C)(C)NC(C)(C)C2)=O)CC(C)(C)N1.C(OC(CC1C=C(C(C)(C)C)C(O)=C(C(C)(C)C)C=1)(CC(C1CC(C)(C)N(C)C(C)(C)C1)C1CC(C)(C)N(C)C(C)(C)C1)C)(=O)CC([O-])=O, predict the reaction product. The product is: [CH3:29][C:11]([C:12]([O:14][CH:15]1[CH2:16][C:17]([CH3:23])([CH3:24])[NH:18][C:19]([CH3:21])([CH3:22])[CH2:20]1)=[O:13])=[CH2:10].